Dataset: Forward reaction prediction with 1.9M reactions from USPTO patents (1976-2016). Task: Predict the product of the given reaction. (1) Given the reactants [Cl:1][C:2]1[CH:3]=[C:4]([CH:10]=[CH:11][C:12]=1[S:13](Cl)(=[O:15])=[O:14])[C:5]([O:7][CH2:8][CH3:9])=[O:6].[CH3:17][N:18]1[C:26]2[C:21](=[CH:22][C:23]([CH2:27][NH2:28])=[CH:24][CH:25]=2)[CH:20]=[CH:19]1, predict the reaction product. The product is: [Cl:1][C:2]1[CH:3]=[C:4]([CH:10]=[CH:11][C:12]=1[S:13](=[O:15])(=[O:14])[NH:28][CH2:27][C:23]1[CH:22]=[C:21]2[C:26](=[CH:25][CH:24]=1)[N:18]([CH3:17])[CH:19]=[CH:20]2)[C:5]([O:7][CH2:8][CH3:9])=[O:6]. (2) Given the reactants [Br:1][C:2]1[CH:10]=[C:9]2[C:5]([C:6]([NH:11][C:12](=O)OC3C=CC=CC=3)=[N:7][NH:8]2)=[CH:4][CH:3]=1.[H-].[Al+3].[Li+].[H-].[H-].[H-], predict the reaction product. The product is: [Br:1][C:2]1[CH:10]=[C:9]2[C:5]([C:6]([NH:11][CH3:12])=[N:7][NH:8]2)=[CH:4][CH:3]=1. (3) Given the reactants Cl[C:2](OC(Cl)(Cl)Cl)=[O:3].[NH2:9][C:10]1[CH:18]=[CH:17][C:16]([CH3:19])=[CH:15][C:11]=1[C:12]([OH:14])=[O:13].C(OC(C)C)(C)C, predict the reaction product. The product is: [CH3:19][C:16]1[CH:17]=[CH:18][C:10]2[NH:9][C:2](=[O:3])[O:13][C:12](=[O:14])[C:11]=2[CH:15]=1.